From a dataset of Forward reaction prediction with 1.9M reactions from USPTO patents (1976-2016). Predict the product of the given reaction. (1) Given the reactants [Br:1][C:2]1[CH:10]=[CH:9][C:8]([I:11])=[CH:7][C:3]=1[C:4](O)=[O:5].C1COCC1.B.CC(OI1(OC(C)=O)(OC(C)=O)OC(=O)C2C=CC=CC1=2)=O, predict the reaction product. The product is: [Br:1][C:2]1[CH:10]=[CH:9][C:8]([I:11])=[CH:7][C:3]=1[CH:4]=[O:5]. (2) Given the reactants [CH3:1][C@H:2]1[C@@H:7]([N:8]([C:10]2[N:18]=[CH:17][N:16]=[C:15]3[C:11]=2[CH:12]=[CH:13][NH:14]3)[CH3:9])[CH2:6][N:5]([C:19]([CH2:21][C:22]#[N:23])=[O:20])[CH2:4][CH2:3]1.Cl.O.[C:26]([OH:38])(=[O:37])[CH2:27][C:28]([CH2:33][C:34]([OH:36])=[O:35])([C:30]([OH:32])=[O:31])[OH:29].O.[OH-].[Li+], predict the reaction product. The product is: [CH3:1][C@H:2]1[C@@H:7]([N:8]([C:10]2[N:18]=[CH:17][N:16]=[C:15]3[C:11]=2[CH:12]=[CH:13][NH:14]3)[CH3:9])[CH2:6][N:5]([C:19]([CH2:21][C:22]#[N:23])=[O:20])[CH2:4][CH2:3]1.[CH2:33]([C:28]([OH:29])([C:30]([OH:32])=[O:31])[CH2:27][C:26]([OH:38])=[O:37])[C:34]([OH:36])=[O:35]. (3) Given the reactants [F:1][C:2]1[CH:3]=[C:4]([CH:6]=[C:7]([F:9])[CH:8]=1)[NH2:5].C(N(C(C)C)CC)(C)C.[CH3:19][O:20][C:21]1[CH:26]=[CH:25][C:24]([CH:27]2[CH2:31][C:30]3([CH2:36][CH2:35][CH2:34][CH2:33][CH2:32]3)[N:29]([CH2:37][C:38](Cl)=[O:39])[C:28]2=[O:41])=[CH:23][CH:22]=1, predict the reaction product. The product is: [F:1][C:2]1[CH:3]=[C:4]([NH:5][C:38](=[O:39])[CH2:37][N:29]2[C:30]3([CH2:32][CH2:33][CH2:34][CH2:35][CH2:36]3)[CH2:31][CH:27]([C:24]3[CH:23]=[CH:22][C:21]([O:20][CH3:19])=[CH:26][CH:25]=3)[C:28]2=[O:41])[CH:6]=[C:7]([F:9])[CH:8]=1. (4) Given the reactants [F:1][C:2]1[CH:7]=[CH:6][C:5]([C:8](=[O:15])[CH2:9][C:10]([O:12][CH2:13][CH3:14])=[O:11])=[CH:4][CH:3]=1.[F:16][C:17]([F:27])([F:26])[C:18]1[CH:25]=[CH:24][C:21]([CH2:22]Br)=[CH:20][CH:19]=1.C(=O)([O-])[O-].[K+].[K+], predict the reaction product. The product is: [F:1][C:2]1[CH:3]=[CH:4][C:5]([C:8](=[O:15])[CH:9]([CH2:22][C:21]2[CH:20]=[CH:19][C:18]([C:17]([F:16])([F:26])[F:27])=[CH:25][CH:24]=2)[C:10]([O:12][CH2:13][CH3:14])=[O:11])=[CH:6][CH:7]=1.